This data is from Forward reaction prediction with 1.9M reactions from USPTO patents (1976-2016). The task is: Predict the product of the given reaction. (1) The product is: [CH2:1]([O:3][C:4]([C:6]1[CH:11]=[C:10]([C:12]2[O:13][C:14]([Br:19])=[CH:15][CH:16]=2)[CH:9]=[C:8]([CH2:17][Br:18])[N:7]=1)=[O:5])[CH3:2]. Given the reactants [CH2:1]([O:3][C:4]([C:6]1[CH:11]=[C:10]([C:12]2[O:13][CH:14]=[CH:15][CH:16]=2)[CH:9]=[C:8]([CH2:17][Br:18])[N:7]=1)=[O:5])[CH3:2].[Br:19]Br, predict the reaction product. (2) Given the reactants [CH2:1]([C:5]1[CH:10]=[CH:9][C:8]([NH:11][S:12]([C:15]2[CH:16]=[CH:17][C:18]([OH:25])=[C:19]([CH:24]=2)[C:20]([O:22][CH3:23])=[O:21])(=[O:14])=[O:13])=[CH:7][CH:6]=1)[CH2:2][CH2:3][CH3:4].C([O-])([O-])=O.[Cs+].[Cs+].I[CH2:33][C:34]([NH2:36])=[O:35], predict the reaction product. The product is: [NH2:36][C:34](=[O:35])[CH2:33][O:25][C:18]1[CH:17]=[CH:16][C:15]([S:12](=[O:14])(=[O:13])[NH:11][C:8]2[CH:7]=[CH:6][C:5]([CH2:1][CH2:2][CH2:3][CH3:4])=[CH:10][CH:9]=2)=[CH:24][C:19]=1[C:20]([O:22][CH3:23])=[O:21].